This data is from Catalyst prediction with 721,799 reactions and 888 catalyst types from USPTO. The task is: Predict which catalyst facilitates the given reaction. (1) Reactant: [CH3:1][O:2][C:3]([CH2:5][N:6]1[C:14]2[CH:13]=[CH:12][CH:11]=[CH:10][C:9]=2[C:8]2[CH2:15][N:16](C(OC(C)(C)C)=O)[CH2:17][CH2:18][C:7]1=2)=[O:4].[ClH:26]. Product: [ClH:26].[CH3:1][O:2][C:3]([CH2:5][N:6]1[C:14]2[CH:13]=[CH:12][CH:11]=[CH:10][C:9]=2[C:8]2[CH2:15][NH:16][CH2:17][CH2:18][C:7]1=2)=[O:4].[ClH:26]. The catalyst class is: 71. (2) Reactant: [CH:1]1([S:4]([NH:7][C:8]([C:10]2([NH:15][C:16]([CH:18]3[CH2:22][CH:21]([O:23][C:24]4[CH:29]=[CH:28][N:27]=[C:26](Cl)[N:25]=4)[CH2:20][CH:19]3[C:31]([N:33]([CH2:35][CH2:36][CH2:37][CH2:38][CH:39]=[CH2:40])[CH3:34])=[O:32])=[O:17])[CH2:12][CH:11]2[CH:13]=[CH2:14])=[O:9])(=[O:6])=[O:5])[CH2:3][CH2:2]1.[C:41]1(B(O)O)[CH:46]=[CH:45][CH:44]=[CH:43][CH:42]=1. Product: [CH:1]1([S:4]([NH:7][C:8]([C:10]2([NH:15][C:16]([CH:18]3[CH2:22][CH:21]([O:23][C:24]4[CH:29]=[CH:28][N:27]=[C:26]([C:41]5[CH:46]=[CH:45][CH:44]=[CH:43][CH:42]=5)[N:25]=4)[CH2:20][CH:19]3[C:31]([N:33]([CH2:35][CH2:36][CH2:37][CH2:38][CH:39]=[CH2:40])[CH3:34])=[O:32])=[O:17])[CH2:12][CH:11]2[CH:13]=[CH2:14])=[O:9])(=[O:6])=[O:5])[CH2:3][CH2:2]1. The catalyst class is: 235.